Dataset: CYP2C9 inhibition data for predicting drug metabolism from PubChem BioAssay. Task: Regression/Classification. Given a drug SMILES string, predict its absorption, distribution, metabolism, or excretion properties. Task type varies by dataset: regression for continuous measurements (e.g., permeability, clearance, half-life) or binary classification for categorical outcomes (e.g., BBB penetration, CYP inhibition). Dataset: cyp2c9_veith. (1) The molecule is CCCCc1n[nH]c2c1/C(=N/O)CC(c1ccccc1)C2. The result is 1 (inhibitor). (2) The molecule is CCS(=O)(=O)NCCc1cc2ccc(C)cc2[nH]c1=O. The result is 0 (non-inhibitor). (3) The molecule is COc1ccc(CC[N@+]2(C)COc3cc4oc(=O)cc(C)c4cc3C2)cc1OC. The result is 0 (non-inhibitor). (4) The molecule is c1ccc(/C(=N/Nc2nc3ccccc3s2)c2ccccn2)cc1. The result is 0 (non-inhibitor). (5) The molecule is Cc1cccc(N(C(=O)Cc2cccs2)C(C(=O)NC2CCCC2)c2ccsc2)c1. The result is 0 (non-inhibitor). (6) The drug is CCOC(=O)O[C@@H](C)OC(=O)[C@@H]1N2C(=O)[C@@H](NC(=O)[C@@H](N)c3ccccc3)[C@H]2SC1(C)C. The result is 0 (non-inhibitor).